This data is from Forward reaction prediction with 1.9M reactions from USPTO patents (1976-2016). The task is: Predict the product of the given reaction. Given the reactants [Cl:1][C:2]([Cl:45])([Cl:44])[C:3]([O:6][C:7]([N:9]1[C@H:14]2[C:15]([C:32]([O:34][CH2:35][CH3:36])=[O:33])=[C:16]([C:18]3[CH:23]=[CH:22][C:21]([O:24][Si](C(C)(C)C)(C)C)=[CH:20][CH:19]=3)[CH2:17][C@@H:10]1[CH2:11][N:12]([C:37]([O:39][C:40]([CH3:43])([CH3:42])[CH3:41])=[O:38])[CH2:13]2)=[O:8])([CH3:5])[CH3:4].CC1C=CC(S(O)(=O)=O)=CC=1.C([O-])([O-])=O.[Na+].[Na+], predict the reaction product. The product is: [Cl:45][C:2]([Cl:1])([Cl:44])[C:3]([O:6][C:7]([N:9]1[C@H:14]2[C:15]([C:32]([O:34][CH2:35][CH3:36])=[O:33])=[C:16]([C:18]3[CH:23]=[CH:22][C:21]([OH:24])=[CH:20][CH:19]=3)[CH2:17][C@@H:10]1[CH2:11][N:12]([C:37]([O:39][C:40]([CH3:43])([CH3:42])[CH3:41])=[O:38])[CH2:13]2)=[O:8])([CH3:4])[CH3:5].